Task: Predict the reactants needed to synthesize the given product.. Dataset: Full USPTO retrosynthesis dataset with 1.9M reactions from patents (1976-2016) (1) Given the product [Br:30][C:31]1[S:32][C:33]([NH:39][C:40](=[O:41])[O:42][C:43]([CH3:45])([CH3:44])[CH3:46])=[C:34]([C:36](=[O:37])[NH:23][C:7]2[CH:6]=[N:5][N:4]([CH:1]3[CH2:3][CH2:2]3)[C:8]=2[N:9]2[CH2:15][CH2:14][CH2:13][C@@H:12]([NH:16][C:17](=[O:22])[C:18]([F:21])([F:20])[F:19])[CH2:11][CH2:10]2)[N:35]=1, predict the reactants needed to synthesize it. The reactants are: [CH:1]1([N:4]2[C:8]([N:9]3[CH2:15][CH2:14][CH2:13][C@@H:12]([NH:16][C:17](=[O:22])[C:18]([F:21])([F:20])[F:19])[CH2:11][CH2:10]3)=[C:7]([N+:23]([O-])=O)[CH:6]=[N:5]2)[CH2:3][CH2:2]1.C([O-])=O.[NH4+].[Br:30][C:31]1[S:32][C:33]([NH:39][C:40]([O:42][C:43]([CH3:46])([CH3:45])[CH3:44])=[O:41])=[C:34]([C:36](O)=[O:37])[N:35]=1.C1CN([P+](ON2N=NC3C=CC=CC2=3)(N2CCCC2)N2CCCC2)CC1.F[P-](F)(F)(F)(F)F.CCN(C(C)C)C(C)C. (2) Given the product [C:5]1([C:21]2[CH:26]=[CH:25][CH:24]=[CH:23][CH:22]=2)[CH:6]=[CH:7][C:2]([C:1]([CH2:9][CH2:10][CH2:11][CH2:12][CH2:13][CH2:14][C:15]([O:17][CH2:18][CH3:19])=[O:16])=[O:8])=[CH:3][CH:4]=1, predict the reactants needed to synthesize it. The reactants are: [C:1]([CH2:9][CH2:10][CH2:11][CH2:12][CH2:13][CH2:14][C:15]([O:17][CH2:18][CH3:19])=[O:16])(=[O:8])[C:2]1[CH:7]=[CH:6][CH:5]=[CH:4][CH:3]=1.C(Cl)(=O)[C:21]1[CH:26]=[CH:25][CH:24]=[CH:23][CH:22]=1. (3) Given the product [Cl:1][C:2]1[CH:3]=[C:4]([CH:17]=[CH:18][C:19]=1[O:20][CH2:21][C:22]1[CH:27]=[N:26][CH:25]=[CH:24][N:23]=1)[NH:5][C:6]1[C:15]2[C:10](=[CH:11][CH:12]=[CH:13][C:14]=2[O:33][CH:31]([CH3:32])[CH2:30][N:29]([CH3:34])[CH3:28])[N:9]=[CH:8][N:7]=1, predict the reactants needed to synthesize it. The reactants are: [Cl:1][C:2]1[CH:3]=[C:4]([CH:17]=[CH:18][C:19]=1[O:20][CH2:21][C:22]1[CH:27]=[N:26][CH:25]=[CH:24][N:23]=1)[NH:5][C:6]1[C:15]2[C:10](=[CH:11][CH:12]=[CH:13][C:14]=2F)[N:9]=[CH:8][N:7]=1.[CH3:28][N:29]([CH3:34])[CH2:30][CH:31]([OH:33])[CH3:32]. (4) The reactants are: [OH:1][C@H:2]1[C@:5]2([C:15]3[CH:20]=[CH:19][CH:18]=[CH:17][CH:16]=3)[C:6]3[CH:14]=[CH:13][CH:12]=[CH:11][C:7]=3[CH2:8][CH2:9][CH2:10][N:4]2[C:3]1=[O:21].CS([C:26]1[N:31]=[C:30]([CH3:32])[CH:29]=[C:28]([CH3:33])[N:27]=1)(=O)=O. Given the product [CH3:33][C:28]1[CH:29]=[C:30]([CH3:32])[N:31]=[C:26]([O:1][C@H:2]2[C@:5]3([C:15]4[CH:20]=[CH:19][CH:18]=[CH:17][CH:16]=4)[C:6]4[CH:14]=[CH:13][CH:12]=[CH:11][C:7]=4[CH2:8][CH2:9][CH2:10][N:4]3[C:3]2=[O:21])[N:27]=1, predict the reactants needed to synthesize it. (5) Given the product [N:1]1([C:7]([C:9]2[CH:14]=[CH:13][C:12]([C@@H:15]3[O:20][CH2:19][CH2:18][NH:17][CH2:16]3)=[CH:11][CH:10]=2)=[O:8])[CH2:6][CH2:5][O:4][CH2:3][CH2:2]1, predict the reactants needed to synthesize it. The reactants are: [N:1]1([C:7]([C:9]2[CH:14]=[CH:13][C:12]([C@@H:15]3[O:20][CH2:19][CH2:18][N:17]([C@@H](C4C=CC=CC=4)C)[CH2:16]3)=[CH:11][CH:10]=2)=[O:8])[CH2:6][CH2:5][O:4][CH2:3][CH2:2]1. (6) The reactants are: [CH2:1]([NH:3][C:4]([NH:6][C:7]1[N:12]=[CH:11][C:10]([C:13]2[CH:14]=[N:15][CH:16]=[C:17]([C:19]([O:21]CC)=O)[CH:18]=2)=[C:9]([C:24]2[S:25][CH:26]=[C:27]([C:29]3[CH:34]=[CH:33][CH:32]=[CH:31][N:30]=3)[N:28]=2)[CH:8]=1)=[O:5])[CH3:2].O.[NH2:36][NH2:37]. Given the product [CH2:1]([NH:3][C:4]([NH:6][C:7]1[N:12]=[CH:11][C:10]([C:13]2[CH:14]=[N:15][CH:16]=[C:17]([C:19]([NH:36][NH2:37])=[O:21])[CH:18]=2)=[C:9]([C:24]2[S:25][CH:26]=[C:27]([C:29]3[CH:34]=[CH:33][CH:32]=[CH:31][N:30]=3)[N:28]=2)[CH:8]=1)=[O:5])[CH3:2], predict the reactants needed to synthesize it.